From a dataset of Catalyst prediction with 721,799 reactions and 888 catalyst types from USPTO. Predict which catalyst facilitates the given reaction. (1) Reactant: [N:1]1[CH:6]=[CH:5][C:4]([C:7]2[N:8]=[C:9]([CH2:12][C:13]#[N:14])[NH:10][N:11]=2)=[CH:3][CH:2]=1.C([O:17][C:18](=O)[CH:19]([C:23]1[CH:28]=[CH:27][CH:26]=[CH:25][CH:24]=1)[C:20]([CH3:22])=O)C.C([O-])(=O)C.[NH4+]. Product: [CH3:22][C:20]1[C:12]([C:13]#[N:14])=[C:9]2[NH:8][C:7]([C:4]3[CH:3]=[CH:2][N:1]=[CH:6][CH:5]=3)=[N:11][N:10]2[C:18](=[O:17])[C:19]=1[C:23]1[CH:28]=[CH:27][CH:26]=[CH:25][CH:24]=1. The catalyst class is: 6. (2) The catalyst class is: 431. Reactant: Cl.[N:2]12[CH2:9][CH2:8][CH:5]([CH2:6][CH2:7]1)[C@@H:4]([NH:10][C:11]([C:13]1[S:14][C:15]3[C:21](Br)=[CH:20][CH:19]=[CH:18][C:16]=3[CH:17]=1)=[O:12])[CH2:3]2.[S:23]1[CH:27]=[CH:26][CH:25]=[C:24]1B(O)O.[C:31](=O)([O-:33])[O-:32].[Na+].[Na+]. Product: [CH:31]([OH:33])=[O:32].[N:2]12[CH2:9][CH2:8][CH:5]([CH2:6][CH2:7]1)[C@@H:4]([NH:10][C:11]([C:13]1[S:14][C:15]3[C:21]([C:24]4[S:23][CH:27]=[CH:26][CH:25]=4)=[CH:20][CH:19]=[CH:18][C:16]=3[CH:17]=1)=[O:12])[CH2:3]2. (3) Reactant: CC(C1C=CN=C(C2C=C(C(C)(C)C)C=CN=2)C=1)(C)C.[B:30]1([B:30]2[O:34][C:33]([CH3:36])([CH3:35])[C:32]([CH3:38])([CH3:37])[O:31]2)[O:34][C:33]([CH3:36])([CH3:35])[C:32]([CH3:38])([CH3:37])[O:31]1.[C:39]([C:43]1[CH:48]=[CH:47][CH:46]=[C:45]([C:49]([CH3:52])([CH3:51])[CH3:50])[N:44]=1)([CH3:42])([CH3:41])[CH3:40]. Product: [C:39]([C:43]1[CH:48]=[C:47]([B:30]2[O:31][C:32]([CH3:37])([CH3:38])[C:33]([CH3:35])([CH3:36])[O:34]2)[CH:46]=[C:45]([C:49]([CH3:52])([CH3:51])[CH3:50])[N:44]=1)([CH3:42])([CH3:41])[CH3:40]. The catalyst class is: 237. (4) Reactant: [O:1]=[C:2]1[N:6]([C:7]([O:9][C:10]([CH3:13])([CH3:12])[CH3:11])=[O:8])[C@H:5]([C:14]([O:16][CH2:17][CH3:18])=[O:15])[CH2:4][CH2:3]1.O.[C:20](=O)(O)[O-].[Na+]. Product: [CH2:17]([O:16][C:14](=[O:15])[C@@H:5]([NH:6][C:7]([O:9][C:10]([CH3:13])([CH3:12])[CH3:11])=[O:8])[CH2:4][CH2:3][C:2](=[O:1])[CH3:20])[CH3:18]. The catalyst class is: 7. (5) The catalyst class is: 9. Product: [F:10][C:11]1[CH:12]=[C:13]([CH:14]=[C:15]([F:17])[CH:16]=1)[O:9][CH2:7][N:2]1[CH2:6][CH2:5][CH2:4][CH2:3]1. Reactant: Cl.[N:2]1([CH:7]([OH:9])C)[CH2:6][CH2:5][CH2:4][CH2:3]1.[F:10][C:11]1[CH:12]=[C:13](O)[CH:14]=[C:15]([F:17])[CH:16]=1.C(=O)([O-])[O-].[Cs+].[Cs+].[I-].[Na+]. (6) Product: [N:3]1[C:4]2[CH:10]=[CH:9][CH:8]=[CH:7][C:5]=2[NH:6][C:2]=1[S:1][CH2:17][C:16]([C:15]1[CH:20]=[CH:21][C:12]([Br:11])=[CH:13][CH:14]=1)=[O:19]. Reactant: [SH:1][C:2]1[NH:3][C:4]2[CH:10]=[CH:9][CH:8]=[CH:7][C:5]=2[N:6]=1.[Br:11][C:12]1[CH:21]=[CH:20][C:15]([C:16](=[O:19])[CH2:17]Br)=[CH:14][CH:13]=1. The catalyst class is: 21.